Regression. Given two drug SMILES strings and cell line genomic features, predict the synergy score measuring deviation from expected non-interaction effect. From a dataset of NCI-60 drug combinations with 297,098 pairs across 59 cell lines. Drug 1: C1CN(CCN1C(=O)CCBr)C(=O)CCBr. Drug 2: C1CN(P(=O)(OC1)NCCCl)CCCl. Cell line: T-47D. Synergy scores: CSS=7.66, Synergy_ZIP=-1.18, Synergy_Bliss=-1.71, Synergy_Loewe=-2.08, Synergy_HSA=-3.81.